This data is from Full USPTO retrosynthesis dataset with 1.9M reactions from patents (1976-2016). The task is: Predict the reactants needed to synthesize the given product. (1) Given the product [CH2:17]([C:14]1[CH:13]=[CH:12][C:11]([C:9]#[C:10][C:2]2[CH:8]=[CH:7][C:5]([NH2:6])=[CH:4][CH:3]=2)=[CH:16][CH:15]=1)[CH2:18][CH2:19][CH3:20], predict the reactants needed to synthesize it. The reactants are: I[C:2]1[CH:8]=[CH:7][C:5]([NH2:6])=[CH:4][CH:3]=1.[C:9]([C:11]1[CH:16]=[CH:15][C:14]([CH2:17][CH2:18][CH2:19][CH3:20])=[CH:13][CH:12]=1)#[CH:10]. (2) Given the product [Cl:1][C:2]1[N:6]([CH3:14])[C:5]2[CH:7]=[CH:8][CH:9]=[CH:10][C:4]=2[N:3]=1, predict the reactants needed to synthesize it. The reactants are: [Cl:1][C:2]1[NH:6][C:5]2[CH:7]=[CH:8][CH:9]=[CH:10][C:4]=2[N:3]=1.[H-].[Na+].I[CH3:14]. (3) Given the product [CH3:8][C:6]1[N:13]=[CH:11][O:12][C:5]=1[C:4]([OH:3])=[O:10], predict the reactants needed to synthesize it. The reactants are: C([O:3][C:4](=[O:10])[CH:5](Cl)[C:6]([CH3:8])=O)C.[CH:11]([NH2:13])=[O:12].[OH-].[Na+].Cl. (4) The reactants are: [F:1][C:2]1([F:14])[CH2:6][CH2:5][N:4]([C:7]([O:9][C:10]([CH3:13])([CH3:12])[CH3:11])=[O:8])[CH2:3]1.C([N:22](CC1C=CC=CC=1)[C@@H:23]([CH2:26][C:27]1[CH:32]=[CH:31][CH:30]=[CH:29][CH:28]=1)[CH:24]=[O:25])C1C=CC=CC=1. Given the product [NH2:22][C@@H:23]([CH2:26][C:27]1[CH:32]=[CH:31][CH:30]=[CH:29][CH:28]=1)[C@@H:24]([C@H:3]1[C:2]([F:1])([F:14])[CH2:6][CH2:5][N:4]1[C:7]([O:9][C:10]([CH3:11])([CH3:13])[CH3:12])=[O:8])[OH:25], predict the reactants needed to synthesize it. (5) Given the product [NH2:8][C:9]1[S:10][C:11]([Cl:74])=[C:12]([C:14](=[N:53][OH:54])[C:15]([NH:17][C@@H:18]2[C:25](=[O:26])[N:24]3[C@@H:19]2[S:20][CH2:21][C:22](/[CH:43]=[CH:44]/[S:86][C:84]2[CH:85]=[C:80]([OH:79])[N:81]=[C:82]([NH2:87])[N:83]=2)=[C:23]3[C:27]([OH:29])=[O:28])=[O:16])[N:13]=1, predict the reactants needed to synthesize it. The reactants are: C(OC([NH:8][C:9]1[S:10][C:11]([Cl:74])=[C:12]([C:14](=[N:53][O:54]C(C2C=CC=CC=2)(C2C=CC=CC=2)C2C=CC=CC=2)[C:15]([NH:17][C@@H:18]2[C:25](=[O:26])[N:24]3[C@@H:19]2[S:20][CH2:21][C:22](/[CH:43]=[CH:44]/OS(C(F)(F)F)(=O)=O)=[C:23]3[C:27]([O:29]C(C2C=CC=CC=2)C2C=CC=CC=2)=[O:28])=[O:16])[N:13]=1)=O)(C)(C)C.S([O:79][C:80]1[CH:85]=[C:84]([SH:86])[N:83]=[C:82]([NH2:87])[N:81]=1)(O)(=O)=O. (6) Given the product [CH:1]1([NH:7][C:8](=[O:22])[C@H:9]2[CH2:13][C@@H:12]([OH:14])[CH2:11][N:10]2[CH2:15][CH:16]2[CH2:17][CH2:18][N:19]([CH3:23])[CH2:20][CH2:21]2)[CH2:2][CH2:3][CH2:4][CH2:5][CH2:6]1, predict the reactants needed to synthesize it. The reactants are: [CH:1]1([NH:7][C:8](=[O:22])[C@H:9]2[CH2:13][C@@H:12]([OH:14])[CH2:11][N:10]2[CH2:15][CH:16]2[CH2:21][CH2:20][NH:19][CH2:18][CH2:17]2)[CH2:6][CH2:5][CH2:4][CH2:3][CH2:2]1.[CH2:23]1COCC1.C(O)=O.C=O. (7) Given the product [Cl:11][C:12]1[C:17]([NH:18][C:5](=[O:10])[C:6](=[O:7])[CH3:8])=[CH:16][CH:15]=[C:14]([Cl:19])[N:13]=1, predict the reactants needed to synthesize it. The reactants are: S(Cl)(Cl)=O.[C:5]([OH:10])(=O)[C:6]([CH3:8])=[O:7].[Cl:11][C:12]1[C:17]([NH2:18])=[CH:16][CH:15]=[C:14]([Cl:19])[N:13]=1. (8) Given the product [F:23][C:24]1[C:25](=[O:40])[NH:26][C:27]2[C:32]([CH:33]=1)=[CH:31][CH:30]=[C:29]([O:34][CH2:35][CH2:36][CH2:37][CH2:38][N:62]1[CH2:61][CH2:60][N:59]([C:49]3[C:58]4[C:53](=[CH:54][CH:55]=[CH:56][CH:57]=4)[CH:52]=[CH:51][CH:50]=3)[CH2:64][CH2:63]1)[N:28]=2, predict the reactants needed to synthesize it. The reactants are: CC(OI1(OC(C)=O)(OC(C)=O)OC(=O)C2C=CC=CC1=2)=O.[F:23][C:24]1[C:25](=[O:40])[NH:26][C:27]2[C:32]([CH:33]=1)=[CH:31][CH:30]=[C:29]([O:34][CH2:35][CH2:36][CH2:37][CH2:38]O)[N:28]=2.[O-]S([O-])(=S)=O.[Na+].[Na+].Cl.[C:49]1([N:59]2[CH2:64][CH2:63][NH:62][CH2:61][CH2:60]2)[C:58]2[C:53](=[CH:54][CH:55]=[CH:56][CH:57]=2)[CH:52]=[CH:51][CH:50]=1.CCN(CC)CC.[BH-](OC(C)=O)(OC(C)=O)OC(C)=O.[Na+].